From a dataset of Full USPTO retrosynthesis dataset with 1.9M reactions from patents (1976-2016). Predict the reactants needed to synthesize the given product. (1) Given the product [C:11]([O:36][C:33]([C:11]1([C:14]2[CH:19]=[CH:18][C:17]([NH2:20])=[C:16]([C:26]3[CH2:27][CH2:28][C:23]([CH3:32])([CH3:22])[CH2:24][CH:25]=3)[CH:15]=2)[CH2:10][CH2:9][NH:8][CH2:13][CH2:12]1)=[O:34])([CH3:14])([CH3:12])[CH3:10], predict the reactants needed to synthesize it. The reactants are: C(OC([N:8]1[CH2:13][CH2:12][CH:11]([C:14]2[CH:19]=[CH:18][C:17]([NH2:20])=[C:16](Br)[CH:15]=2)[CH2:10][CH2:9]1)=O)(C)(C)C.[CH3:22][C:23]1([CH3:32])[CH2:28][CH2:27][C:26](B(O)O)=[CH:25][CH2:24]1.[C:33]([O-:36])([O-])=[O:34].[Na+].[Na+]. (2) Given the product [Cl:1][C:2]1[C:6]([Cl:7])=[C:5]([CH3:8])[NH:4][C:3]=1[C:9]([NH:11][C@H:12]1[CH2:17][CH2:16][N:15]([C:18]2[S:19][C:20]([C:23]([OH:25])=[O:24])=[CH:21][N:22]=2)[CH2:14][C@H:13]1[O:27][CH3:28])=[O:10], predict the reactants needed to synthesize it. The reactants are: [Cl:1][C:2]1[C:6]([Cl:7])=[C:5]([CH3:8])[NH:4][C:3]=1[C:9]([NH:11][C@H:12]1[CH2:17][CH2:16][N:15]([C:18]2[S:19][C:20]([C:23]([O:25]C)=[O:24])=[CH:21][N:22]=2)[CH2:14][C@H:13]1[O:27][CH3:28])=[O:10].[Li+].[OH-].C(O)(=O)CC(CC(O)=O)(C(O)=O)O.